Dataset: NCI-60 drug combinations with 297,098 pairs across 59 cell lines. Task: Regression. Given two drug SMILES strings and cell line genomic features, predict the synergy score measuring deviation from expected non-interaction effect. (1) Drug 1: C1=CC(=C2C(=C1NCCNCCO)C(=O)C3=C(C=CC(=C3C2=O)O)O)NCCNCCO. Drug 2: CCCCC(=O)OCC(=O)C1(CC(C2=C(C1)C(=C3C(=C2O)C(=O)C4=C(C3=O)C=CC=C4OC)O)OC5CC(C(C(O5)C)O)NC(=O)C(F)(F)F)O. Cell line: NCI-H522. Synergy scores: CSS=48.4, Synergy_ZIP=1.26, Synergy_Bliss=1.43, Synergy_Loewe=-6.17, Synergy_HSA=1.70. (2) Drug 1: CC12CCC3C(C1CCC2O)C(CC4=C3C=CC(=C4)O)CCCCCCCCCS(=O)CCCC(C(F)(F)F)(F)F. Drug 2: C1CNP(=O)(OC1)N(CCCl)CCCl. Cell line: UACC62. Synergy scores: CSS=2.70, Synergy_ZIP=1.38, Synergy_Bliss=3.85, Synergy_Loewe=2.87, Synergy_HSA=2.21. (3) Drug 1: CC1=C2C(C(=O)C3(C(CC4C(C3C(C(C2(C)C)(CC1OC(=O)C(C(C5=CC=CC=C5)NC(=O)OC(C)(C)C)O)O)OC(=O)C6=CC=CC=C6)(CO4)OC(=O)C)OC)C)OC. Drug 2: CC(CN1CC(=O)NC(=O)C1)N2CC(=O)NC(=O)C2. Cell line: COLO 205. Synergy scores: CSS=68.1, Synergy_ZIP=-4.45, Synergy_Bliss=-8.79, Synergy_Loewe=-7.85, Synergy_HSA=-5.44.